Dataset: Full USPTO retrosynthesis dataset with 1.9M reactions from patents (1976-2016). Task: Predict the reactants needed to synthesize the given product. (1) Given the product [Cl:1][C:2]1[CH:3]=[CH:4][C:5]([O:11][C:12]2[CH:17]=[CH:16][C:15]([F:18])=[CH:14][CH:13]=2)=[C:6]([CH:10]=1)[C:7]([NH:20][CH2:21][C:22]1[CH:23]=[CH:24][C:25]([C:26]([O:28][CH3:29])=[O:27])=[CH:30][CH:31]=1)=[O:9], predict the reactants needed to synthesize it. The reactants are: [Cl:1][C:2]1[CH:3]=[CH:4][C:5]([O:11][C:12]2[CH:17]=[CH:16][C:15]([F:18])=[CH:14][CH:13]=2)=[C:6]([CH:10]=1)[C:7]([OH:9])=O.Cl.[NH2:20][CH2:21][C:22]1[CH:31]=[CH:30][C:25]([C:26]([O:28][CH3:29])=[O:27])=[CH:24][CH:23]=1. (2) Given the product [Br:1][CH:2]([C:6]([CH3:9])([CH3:8])[CH3:7])[C:3]([N:16]([CH2:15][C:14]1[CH:42]=[CH:43][C:11]([F:10])=[CH:12][CH:13]=1)[CH2:17][C:18]1[N:19]=[CH:20][N:21]([C:23]([C:36]2[CH:37]=[CH:38][CH:39]=[CH:40][CH:41]=2)([C:30]2[CH:35]=[CH:34][CH:33]=[CH:32][CH:31]=2)[C:24]2[CH:25]=[CH:26][CH:27]=[CH:28][CH:29]=2)[CH:22]=1)=[O:4], predict the reactants needed to synthesize it. The reactants are: [Br:1][CH:2]([C:6]([CH3:9])([CH3:8])[CH3:7])[C:3](Cl)=[O:4].[F:10][C:11]1[CH:43]=[CH:42][C:14]([CH2:15][NH:16][CH2:17][C:18]2[N:19]=[CH:20][N:21]([C:23]([C:36]3[CH:41]=[CH:40][CH:39]=[CH:38][CH:37]=3)([C:30]3[CH:35]=[CH:34][CH:33]=[CH:32][CH:31]=3)[C:24]3[CH:29]=[CH:28][CH:27]=[CH:26][CH:25]=3)[CH:22]=2)=[CH:13][CH:12]=1.CCN(CC)CC.